Dataset: Catalyst prediction with 721,799 reactions and 888 catalyst types from USPTO. Task: Predict which catalyst facilitates the given reaction. The catalyst class is: 35. Reactant: Cl.[F:2][C:3]1[CH:8]=[CH:7][C:6]([C:9](=[O:23])[CH:10]([NH2:22])[CH2:11][C:12]2[CH:17]=[CH:16][C:15]([C:18]([F:21])([F:20])[F:19])=[CH:14][CH:13]=2)=[CH:5][CH:4]=1.[S:24]1[CH:28]=[CH:27][CH:26]=[C:25]1[CH2:29][CH2:30][CH2:31][C:32](O)=[O:33].Cl.C(N=C=NCCCN(C)C)C.ON1C2C=CC=CC=2N=N1.C1CCN2C(=NCCC2)CC1.Cl. Product: [F:2][C:3]1[CH:4]=[CH:5][C:6]([C:9](=[O:23])[CH:10]([NH:22][C:32](=[O:33])[CH2:31][CH2:30][CH2:29][C:25]2[S:24][CH:28]=[CH:27][CH:26]=2)[CH2:11][C:12]2[CH:17]=[CH:16][C:15]([C:18]([F:21])([F:20])[F:19])=[CH:14][CH:13]=2)=[CH:7][CH:8]=1.